This data is from Full USPTO retrosynthesis dataset with 1.9M reactions from patents (1976-2016). The task is: Predict the reactants needed to synthesize the given product. (1) The reactants are: Cl.[CH2:2]([O:4][C:5](=[O:8])[CH2:6][NH2:7])[CH3:3].C(N(CC)CC)C.Br.[Br:17][C:18]1[CH:19]=[C:20]([CH2:25]Br)[C:21]([NH2:24])=[N:22][CH:23]=1. Given the product [NH2:24][C:21]1[C:20]([CH2:25][NH:7][CH2:6][C:5]([O:4][CH2:2][CH3:3])=[O:8])=[CH:19][C:18]([Br:17])=[CH:23][N:22]=1, predict the reactants needed to synthesize it. (2) Given the product [CH:1]1([CH2:7][CH2:8][CH2:9][CH2:10][CH2:11][CH2:12][OH:13])[CH2:6][CH2:5][CH2:4][CH2:3][CH2:2]1, predict the reactants needed to synthesize it. The reactants are: [C:1]1(=[CH:7][CH2:8][CH2:9][CH2:10][CH2:11][CH2:12][OH:13])[CH2:6][CH2:5][CH2:4][CH2:3][CH2:2]1.